Dataset: Peptide-MHC class I binding affinity with 185,985 pairs from IEDB/IMGT. Task: Regression. Given a peptide amino acid sequence and an MHC pseudo amino acid sequence, predict their binding affinity value. This is MHC class I binding data. (1) The peptide sequence is ERYPRYNQL. The binding affinity (normalized) is 0. The MHC is HLA-B40:01 with pseudo-sequence HLA-B40:01. (2) The peptide sequence is NLCTHSFRK. The binding affinity (normalized) is 0.120. The MHC is HLA-A31:01 with pseudo-sequence HLA-A31:01. (3) The peptide sequence is CLFDRYFKY. The MHC is HLA-A68:01 with pseudo-sequence HLA-A68:01. The binding affinity (normalized) is 0.545. (4) The peptide sequence is YFVASFRLF. The binding affinity (normalized) is 0.248. The MHC is HLA-A30:02 with pseudo-sequence HLA-A30:02. (5) The binding affinity (normalized) is 0.573. The peptide sequence is QPYLQLQPF. The MHC is HLA-B51:01 with pseudo-sequence HLA-B51:01. (6) The peptide sequence is AVFIHNFKRK. The MHC is HLA-A03:01 with pseudo-sequence HLA-A03:01. The binding affinity (normalized) is 0.734. (7) The peptide sequence is KPKHLYVSM. The MHC is HLA-B15:01 with pseudo-sequence HLA-B15:01. The binding affinity (normalized) is 0.0847. (8) The peptide sequence is SIYAGNTPK. The MHC is HLA-B58:01 with pseudo-sequence HLA-B58:01. The binding affinity (normalized) is 0.0847. (9) The peptide sequence is PKIFEDQL. The MHC is H-2-Kb with pseudo-sequence H-2-Kb. The binding affinity (normalized) is 0.